Dataset: NCI-60 drug combinations with 297,098 pairs across 59 cell lines. Task: Regression. Given two drug SMILES strings and cell line genomic features, predict the synergy score measuring deviation from expected non-interaction effect. (1) Drug 1: C1=CC(=CC=C1CCC2=CNC3=C2C(=O)NC(=N3)N)C(=O)NC(CCC(=O)O)C(=O)O. Drug 2: C1C(C(OC1N2C=NC3=C2NC=NCC3O)CO)O. Cell line: OVCAR-8. Synergy scores: CSS=37.8, Synergy_ZIP=14.0, Synergy_Bliss=12.9, Synergy_Loewe=-5.00, Synergy_HSA=14.0. (2) Drug 1: CC12CCC(CC1=CCC3C2CCC4(C3CC=C4C5=CN=CC=C5)C)O. Drug 2: CC1=CC=C(C=C1)C2=CC(=NN2C3=CC=C(C=C3)S(=O)(=O)N)C(F)(F)F. Cell line: HCC-2998. Synergy scores: CSS=4.98, Synergy_ZIP=-2.24, Synergy_Bliss=-0.202, Synergy_Loewe=-6.21, Synergy_HSA=-3.02.